This data is from NCI-60 drug combinations with 297,098 pairs across 59 cell lines. The task is: Regression. Given two drug SMILES strings and cell line genomic features, predict the synergy score measuring deviation from expected non-interaction effect. (1) Drug 1: CN(C)N=NC1=C(NC=N1)C(=O)N. Drug 2: COC1=C2C(=CC3=C1OC=C3)C=CC(=O)O2. Cell line: BT-549. Synergy scores: CSS=-6.69, Synergy_ZIP=1.35, Synergy_Bliss=-2.36, Synergy_Loewe=-3.82, Synergy_HSA=-4.36. (2) Drug 1: CC12CCC(CC1=CCC3C2CCC4(C3CC=C4C5=CN=CC=C5)C)O. Drug 2: B(C(CC(C)C)NC(=O)C(CC1=CC=CC=C1)NC(=O)C2=NC=CN=C2)(O)O. Cell line: MALME-3M. Synergy scores: CSS=13.1, Synergy_ZIP=-3.86, Synergy_Bliss=-0.576, Synergy_Loewe=-5.68, Synergy_HSA=-0.871.